Dataset: Full USPTO retrosynthesis dataset with 1.9M reactions from patents (1976-2016). Task: Predict the reactants needed to synthesize the given product. Given the product [Cl:1][C:2]1[CH:3]=[C:4]([C:9]2[CH:13]=[CH:12][N:11]([CH2:20][CH:22]3[CH2:23][O:24]3)[N:10]=2)[CH:5]=[CH:6][C:7]=1[Cl:8], predict the reactants needed to synthesize it. The reactants are: [Cl:1][C:2]1[CH:3]=[C:4]([C:9]2[CH:13]=[CH:12][NH:11][N:10]=2)[CH:5]=[CH:6][C:7]=1[Cl:8].C(=O)([O-])[O-].[Cs+].[Cs+].[CH2:20]([CH:22]1[O:24][CH2:23]1)Cl.